This data is from Catalyst prediction with 721,799 reactions and 888 catalyst types from USPTO. The task is: Predict which catalyst facilitates the given reaction. (1) Reactant: [C:1]([O:5][C:6]([N:8]([CH2:21][CH:22]1[CH2:27][CH2:26][N:25]([C:28](=[O:44])[CH2:29][CH2:30][C:31]([NH:33][C:34]2[CH:43]=[CH:42][C:37]([C:38]([O:40]C)=[O:39])=[CH:36][CH:35]=2)=[O:32])[CH2:24][CH:23]1[C:45]1[CH:50]=[CH:49][CH:48]=[C:47]([F:51])[CH:46]=1)[C@@H:9]([C:11]1[C:20]2[C:15](=[CH:16][CH:17]=[CH:18][CH:19]=2)[CH:14]=[CH:13][CH:12]=1)[CH3:10])=[O:7])([CH3:4])([CH3:3])[CH3:2].[OH-].[Na+].C(OCC)(=O)C.O. Product: [C:1]([O:5][C:6]([N:8]([CH2:21][CH:22]1[CH2:27][CH2:26][N:25]([C:28](=[O:44])[CH2:29][CH2:30][C:31]([NH:33][C:34]2[CH:35]=[CH:36][C:37]([C:38]([OH:40])=[O:39])=[CH:42][CH:43]=2)=[O:32])[CH2:24][CH:23]1[C:45]1[CH:50]=[CH:49][CH:48]=[C:47]([F:51])[CH:46]=1)[C@@H:9]([C:11]1[C:20]2[C:15](=[CH:16][CH:17]=[CH:18][CH:19]=2)[CH:14]=[CH:13][CH:12]=1)[CH3:10])=[O:7])([CH3:2])([CH3:3])[CH3:4]. The catalyst class is: 36. (2) Reactant: Br[C:2]1[CH:7]=[CH:6][C:5]([S:8]([C:11]2[CH:12]=[CH:13][C:14]([NH2:17])=[N:15][CH:16]=2)(=[O:10])=[O:9])=[CH:4][C:3]=1[CH3:18].[B:19]1([B:19]2[O:23][C:22]([CH3:25])([CH3:24])[C:21]([CH3:27])([CH3:26])[O:20]2)[O:23][C:22]([CH3:25])([CH3:24])[C:21]([CH3:27])([CH3:26])[O:20]1.C([O-])(=O)C.[K+]. Product: [CH3:18][C:3]1[CH:4]=[C:5]([S:8]([C:11]2[CH:12]=[CH:13][C:14]([NH2:17])=[N:15][CH:16]=2)(=[O:10])=[O:9])[CH:6]=[CH:7][C:2]=1[B:19]1[O:23][C:22]([CH3:25])([CH3:24])[C:21]([CH3:27])([CH3:26])[O:20]1. The catalyst class is: 3. (3) Reactant: Cl[C:2]1[N:7]=[C:6]([NH:8][C:9]2([C:13]([NH2:15])=[O:14])[CH2:12][CH2:11][CH2:10]2)[CH:5]=[N:4][C:3]=1[C:16]#[N:17].[NH2:18][C:19]1[CH:20]=[C:21]2[C:26](=[CH:27][CH:28]=1)[N:25]=[CH:24][CH:23]=[CH:22]2.C([O-])([O-])=O.[K+].[K+].C1C=CC(P(C2C(C3C(P(C4C=CC=CC=4)C4C=CC=CC=4)=CC=C4C=3C=CC=C4)=C3C(C=CC=C3)=CC=2)C2C=CC=CC=2)=CC=1. Product: [C:16]([C:3]1[N:4]=[CH:5][C:6]([NH:8][C:9]2([C:13]([NH2:15])=[O:14])[CH2:12][CH2:11][CH2:10]2)=[N:7][C:2]=1[NH:18][C:19]1[CH:20]=[C:21]2[C:26](=[CH:27][CH:28]=1)[N:25]=[CH:24][CH:23]=[CH:22]2)#[N:17]. The catalyst class is: 231. (4) Reactant: [CH2:1]([O:3][C:4]1[CH:23]=[C:22]([F:24])[C:7]([CH2:8][N:9]2[C:17]3[C:12](=[CH:13][CH:14]=[CH:15][CH:16]=3)[C:11]([C:18](OC)=O)=[N:10]2)=[C:6]([F:25])[CH:5]=1)[CH3:2].Cl.[C:27]([NH:30][C:31](=[NH:33])[NH2:32])(=[NH:29])[NH2:28].C[O-].[Na+]. Product: [CH2:1]([O:3][C:4]1[CH:23]=[C:22]([F:24])[C:7]([CH2:8][N:9]2[C:17]3[C:12](=[CH:13][CH:14]=[CH:15][CH:16]=3)[C:11]([C:18]3[N:32]=[C:31]([NH2:33])[N:30]=[C:27]([NH2:29])[N:28]=3)=[N:10]2)=[C:6]([F:25])[CH:5]=1)[CH3:2]. The catalyst class is: 5. (5) Product: [OH:1][C:2]([CH3:7])([CH3:6])[C:3]([N:23]1[CH2:24][CH2:25][N:20]([C:26]2[CH:27]=[CH:28][C:29]([NH:30][C:31]3[N:36]=[C:35]([C:37]4[N:41]([CH:42]([CH3:44])[CH3:43])[C:40]([CH3:45])=[N:39][CH:38]=4)[C:34]([Cl:46])=[CH:33][N:32]=3)=[CH:47][CH:48]=2)[CH2:21][CH2:22]1)=[O:4]. The catalyst class is: 2. Reactant: [OH:1][C:2]([CH3:7])([CH3:6])[C:3](O)=[O:4].C(N1C=CN=C1)(N1C=CN=C1)=O.[N:20]1([C:26]2[CH:48]=[CH:47][C:29]([NH:30][C:31]3[N:36]=[C:35]([C:37]4[N:41]([CH:42]([CH3:44])[CH3:43])[C:40]([CH3:45])=[N:39][CH:38]=4)[C:34]([Cl:46])=[CH:33][N:32]=3)=[CH:28][CH:27]=2)[CH2:25][CH2:24][NH:23][CH2:22][CH2:21]1. (6) Reactant: Br[CH2:2][C:3]1[C:4]([O:6][C:7](=[O:10])[C:8]=1[CH3:9])=[O:5].[OH-:11].[Na+].Cl.[Cl-].[Na+]. Product: [OH:11][CH2:2][C:3]1[C:4]([O:6][C:7](=[O:10])[C:8]=1[CH3:9])=[O:5]. The catalyst class is: 195. (7) Reactant: [F:1][C:2]1[CH:7]=[C:6]([F:8])[CH:5]=[CH:4][C:3]=1[C:9]1[N:10]=[C:11]2[CH2:24][CH2:23][CH2:22][N:12]2[C:13]=1[C:14]1[N:15]=[N:16][C:17]([NH:20][NH2:21])=[CH:18][CH:19]=1.CO.O=[CH:28][C:29]([O:31][CH2:32][CH3:33])=[O:30].C(O)(=O)C.C(O)(=O)C.IC1C=CC=CC=1. Product: [F:1][C:2]1[CH:7]=[C:6]([F:8])[CH:5]=[CH:4][C:3]=1[C:9]1[N:10]=[C:11]2[CH2:24][CH2:23][CH2:22][N:12]2[C:13]=1[C:14]1[CH:19]=[CH:18][C:17]2[N:16]([C:28]([C:29]([O:31][CH2:32][CH3:33])=[O:30])=[N:21][N:20]=2)[N:15]=1. The catalyst class is: 2. (8) Reactant: [Cl:1][C:2]1[S:6][N:5]=[C:4]([NH2:7])[N:3]=1.[CH:8]([CH:10]=O)=O.[Cl-].[NH4+:13].[CH2:14]=O.P(=O)(O)(O)O. Product: [Cl:1][C:2]1[S:6][N:5]=[C:4]([N:7]2[CH:10]=[CH:8][N:13]=[CH:14]2)[N:3]=1. The catalyst class is: 8. (9) Reactant: [O:1]=[C:2]1[N:7]2[CH:8]=[C:9]([C:11]([OH:13])=O)[N:10]=[C:6]2[CH:5]=[CH:4][NH:3]1.CN(C(ON1N=NC2C=CC=CC1=2)=[N+](C)C)C.F[P-](F)(F)(F)(F)F.CCN(C(C)C)C(C)C.CCN=C=NCCCN(C)C.[NH2:58][C@@H:59]([CH3:76])[CH2:60][N:61]1[CH:65]=[CH:64][C:63]([C:66]2[CH:73]=[C:72]([F:74])[C:69]([C:70]#[N:71])=[C:68]([Cl:75])[CH:67]=2)=[N:62]1. The catalyst class is: 31. Product: [Cl:75][C:68]1[CH:67]=[C:66]([C:63]2[CH:64]=[CH:65][N:61]([CH2:60][C@@H:59]([NH:58][C:11]([C:9]3[N:10]=[C:6]4[CH:5]=[CH:4][NH:3][C:2](=[O:1])[N:7]4[CH:8]=3)=[O:13])[CH3:76])[N:62]=2)[CH:73]=[C:72]([F:74])[C:69]=1[C:70]#[N:71]. (10) Reactant: [NH2:1][C@@H:2]1[C:8](=[O:9])[N:7]([CH2:10][C:11]([F:14])([F:13])[F:12])[C:6]2[CH:15]=[CH:16][CH:17]=[CH:18][C:5]=2[C:4]2[CH:19]=[CH:20][CH:21]=[CH:22][C:3]1=2.[C:23](O)(=[O:27])[C@H:24]([CH3:26])[OH:25].O.ON1C2C=CC=CC=2N=N1.C(N(C(C)C)C(C)C)C.Cl.CN(C)CCCN=C=NCC. Product: [OH:25][C@@H:24]([CH3:26])[C:23]([NH:1][C@@H:2]1[C:8](=[O:9])[N:7]([CH2:10][C:11]([F:14])([F:12])[F:13])[C:6]2[CH:15]=[CH:16][CH:17]=[CH:18][C:5]=2[C:4]2[CH:19]=[CH:20][CH:21]=[CH:22][C:3]1=2)=[O:27]. The catalyst class is: 7.